From a dataset of Catalyst prediction with 721,799 reactions and 888 catalyst types from USPTO. Predict which catalyst facilitates the given reaction. (1) Reactant: C([O:3][C:4](=O)[CH2:5][C:6]1[CH:11]=[CH:10][C:9]([C:12](=[O:20])[C:13]2[CH:18]=[CH:17][CH:16]=[C:15]([NH2:19])[CH:14]=2)=[CH:8][C:7]=1[NH2:21])C.Cl.II. Product: [NH2:19][C:15]1[CH:14]=[C:13]([CH:18]=[CH:17][CH:16]=1)[C:12]([C:9]1[CH:8]=[C:7]2[C:6]([CH2:5][C:4](=[O:3])[NH:21]2)=[CH:11][CH:10]=1)=[O:20]. The catalyst class is: 8. (2) Reactant: Cl[CH2:2][CH2:3][CH2:4][CH2:5][N:6]1[C:10]2[CH:11]=[CH:12][CH:13]=[CH:14][C:9]=2[N:8]=[N:7]1.[C:15]([C:17]1[CH:18]=[C:19]([N:23]2[CH2:28][CH2:27][NH:26][CH2:25][CH2:24]2)[CH:20]=[CH:21][CH:22]=1)#[N:16].C(N(C(C)C)CC)(C)C.[I-].[K+]. Product: [C:15]([C:17]1[CH:18]=[C:19]([N:23]2[CH2:28][CH2:27][N:26]([CH2:2][CH2:3][CH2:4][CH2:5][N:6]3[C:10]4[CH:11]=[CH:12][CH:13]=[CH:14][C:9]=4[N:8]=[N:7]3)[CH2:25][CH2:24]2)[CH:20]=[CH:21][CH:22]=1)#[N:16]. The catalyst class is: 10.